Dataset: NCI-60 drug combinations with 297,098 pairs across 59 cell lines. Task: Regression. Given two drug SMILES strings and cell line genomic features, predict the synergy score measuring deviation from expected non-interaction effect. (1) Drug 1: C1=CC(=CC=C1CCCC(=O)O)N(CCCl)CCCl. Drug 2: CCCS(=O)(=O)NC1=C(C(=C(C=C1)F)C(=O)C2=CNC3=C2C=C(C=N3)C4=CC=C(C=C4)Cl)F. Cell line: NCI-H226. Synergy scores: CSS=12.1, Synergy_ZIP=-3.40, Synergy_Bliss=3.95, Synergy_Loewe=1.26, Synergy_HSA=2.17. (2) Drug 1: C1=CC(=CC=C1C#N)C(C2=CC=C(C=C2)C#N)N3C=NC=N3. Drug 2: CCC1(CC2CC(C3=C(CCN(C2)C1)C4=CC=CC=C4N3)(C5=C(C=C6C(=C5)C78CCN9C7C(C=CC9)(C(C(C8N6C)(C(=O)OC)O)OC(=O)C)CC)OC)C(=O)OC)O.OS(=O)(=O)O. Cell line: SK-MEL-5. Synergy scores: CSS=4.70, Synergy_ZIP=6.17, Synergy_Bliss=0.599, Synergy_Loewe=2.20, Synergy_HSA=-0.151. (3) Drug 1: CN(C)N=NC1=C(NC=N1)C(=O)N. Drug 2: CN1C2=C(C=C(C=C2)N(CCCl)CCCl)N=C1CCCC(=O)O.Cl. Cell line: CAKI-1. Synergy scores: CSS=9.92, Synergy_ZIP=-6.35, Synergy_Bliss=-4.55, Synergy_Loewe=-1.10, Synergy_HSA=-0.940. (4) Drug 1: CN(C)C1=NC(=NC(=N1)N(C)C)N(C)C. Drug 2: CN1C2=C(C=C(C=C2)N(CCCl)CCCl)N=C1CCCC(=O)O.Cl. Cell line: SF-268. Synergy scores: CSS=-6.92, Synergy_ZIP=0.473, Synergy_Bliss=-3.82, Synergy_Loewe=-12.1, Synergy_HSA=-10.7. (5) Drug 1: CCC1=CC2CC(C3=C(CN(C2)C1)C4=CC=CC=C4N3)(C5=C(C=C6C(=C5)C78CCN9C7C(C=CC9)(C(C(C8N6C)(C(=O)OC)O)OC(=O)C)CC)OC)C(=O)OC.C(C(C(=O)O)O)(C(=O)O)O. Drug 2: CCC1(CC2CC(C3=C(CCN(C2)C1)C4=CC=CC=C4N3)(C5=C(C=C6C(=C5)C78CCN9C7C(C=CC9)(C(C(C8N6C=O)(C(=O)OC)O)OC(=O)C)CC)OC)C(=O)OC)O.OS(=O)(=O)O. Cell line: COLO 205. Synergy scores: CSS=53.5, Synergy_ZIP=4.36, Synergy_Bliss=6.80, Synergy_Loewe=-20.3, Synergy_HSA=5.95.